The task is: Predict the reactants needed to synthesize the given product.. This data is from Full USPTO retrosynthesis dataset with 1.9M reactions from patents (1976-2016). Given the product [NH2:14][C:11]1[CH:12]=[CH:13][C:4]2[N:3]([CH2:1][CH3:2])[C:8](=[O:9])[CH2:7][O:6][C:5]=2[CH:10]=1, predict the reactants needed to synthesize it. The reactants are: [CH2:1]([N:3]1[C:8](=[O:9])[CH2:7][O:6][C:5]2[CH:10]=[C:11]([N+:14]([O-])=O)[CH:12]=[CH:13][C:4]1=2)[CH3:2].[H][H].